From a dataset of Catalyst prediction with 721,799 reactions and 888 catalyst types from USPTO. Predict which catalyst facilitates the given reaction. (1) The catalyst class is: 5. Reactant: [C:1]([C:3]1[CH:8]=[C:7]([O:9][CH3:10])[C:6]([O:11][CH2:12][C:13]2[CH:18]=[CH:17][CH:16]=[C:15]([S:19]([CH3:27])(=[N:21][C:22]([O:24][CH2:25][CH3:26])=[O:23])=[O:20])[CH:14]=2)=[CH:5][C:4]=1[N:28]=[CH:29]N(C)C)#[N:2].[NH2:33][C:34]1[S:35][CH:36]=[N:37][N:38]=1.CCCCCC.ClCCl.CO. Product: [CH2:25]([O:24][C:22]([N:21]=[S:19]([CH3:27])([C:15]1[CH:16]=[CH:17][CH:18]=[C:13]([CH2:12][O:11][C:6]2[CH:5]=[C:4]3[C:3]([C:1]([NH:33][C:34]4[S:35][CH:36]=[N:37][N:38]=4)=[N:2][CH:29]=[N:28]3)=[CH:8][C:7]=2[O:9][CH3:10])[CH:14]=1)=[O:20])=[O:23])[CH3:26]. (2) Reactant: [F:1][C:2]1[CH:7]=[C:6]([C:8]2[CH:13]=[CH:12][N:11]=[C:10]3[NH:14][C:15]([C:17]4[CH:22]=[CH:21][CH:20]=[CH:19][C:18]=4[O:23][CH3:24])=[N:16][C:9]=23)[CH:5]=[CH:4][C:3]=1[CH2:25][NH2:26].CCN(C(C)C)C(C)C.[CH:36]1([C:39]2[CH:47]=[CH:46][C:42]([C:43](Cl)=[O:44])=[CH:41][CH:40]=2)[CH2:38][CH2:37]1. Product: [CH:36]1([C:39]2[CH:40]=[CH:41][C:42]([C:43]([NH:26][CH2:25][C:3]3[CH:4]=[CH:5][C:6]([C:8]4[CH:13]=[CH:12][N:11]=[C:10]5[NH:14][C:15]([C:17]6[CH:22]=[CH:21][CH:20]=[CH:19][C:18]=6[O:23][CH3:24])=[N:16][C:9]=45)=[CH:7][C:2]=3[F:1])=[O:44])=[CH:46][CH:47]=2)[CH2:37][CH2:38]1. The catalyst class is: 7. (3) Reactant: Cl.[CH2:2]([O:4][C:5](=[O:34])[CH2:6][C:7]1[CH:8]=[C:9]([C:15]2[CH:20]=[CH:19][C:18]([C:21]3[CH:22]=[N:23][C:24]([O:27][CH2:28][CH3:29])=[CH:25][CH:26]=3)=[CH:17][C:16]=2[CH2:30][NH:31][CH2:32][CH3:33])[C:10]([O:13][CH3:14])=[CH:11][CH:12]=1)[CH3:3].C(N(CC)C(C)C)(C)C.[CH:44]1([C:47](Cl)=[O:48])[CH2:46][CH2:45]1. Product: [CH2:2]([O:4][C:5](=[O:34])[CH2:6][C:7]1[CH:8]=[C:9]([C:15]2[CH:20]=[CH:19][C:18]([C:21]3[CH:22]=[N:23][C:24]([O:27][CH2:28][CH3:29])=[CH:25][CH:26]=3)=[CH:17][C:16]=2[CH2:30][N:31]([C:47]([CH:44]2[CH2:46][CH2:45]2)=[O:48])[CH2:32][CH3:33])[C:10]([O:13][CH3:14])=[CH:11][CH:12]=1)[CH3:3]. The catalyst class is: 46. (4) Reactant: [CH2:1]([O:8][C:9]1[CH:10]=[C:11]([CH:24]=[CH:25][C:26]=1[O:27][CH2:28][C:29]1[CH:34]=[CH:33][CH:32]=[CH:31][CH:30]=1)[C:12]1[O:13][C:14]2[C:19]([C:20](=[O:23])[C:21]=1[OH:22])=[CH:18][CH:17]=[CH:16][CH:15]=2)[C:2]1[CH:7]=[CH:6][CH:5]=[CH:4][CH:3]=1.CC(C)([O-])C.[K+].Cl[CH2:42][C:43]([O:45][CH2:46][CH3:47])=[O:44].Cl. Product: [CH2:1]([O:8][C:9]1[CH:10]=[C:11]([CH:24]=[CH:25][C:26]=1[O:27][CH2:28][C:29]1[CH:34]=[CH:33][CH:32]=[CH:31][CH:30]=1)[C:12]1[O:13][C:14]2[C:19]([C:20](=[O:23])[C:21]=1[O:22][CH2:42][C:43]([O:45][CH2:46][CH3:47])=[O:44])=[CH:18][CH:17]=[CH:16][CH:15]=2)[C:2]1[CH:3]=[CH:4][CH:5]=[CH:6][CH:7]=1. The catalyst class is: 1. (5) The catalyst class is: 1. Reactant: [F:1][C:2]1[CH:3]=[CH:4][C:5]2[C:11](=O)[C:10]3[CH:13]=[CH:14][CH:15]=[CH:16][C:9]=3[CH2:8][O:7][C:6]=2[CH:17]=1.[CH3:18][Mg+].[Br-]. Product: [F:1][C:2]1[CH:3]=[CH:4][C:5]2[C:11](=[CH2:18])[C:10]3[CH:13]=[CH:14][CH:15]=[CH:16][C:9]=3[CH2:8][O:7][C:6]=2[CH:17]=1. (6) Reactant: CC1(C)C(C)(C)OB([C:9]2[CH:10]=[CH:11][C:12]3[C:13]4[CH:21]=[N:20][N:19](C(=O)C)[C:14]=4[N:15]=[CH:16][C:17]=3[CH:18]=2)O1.Br[C:27]1[C:28]([Cl:41])=[C:29]([NH:34][S:35]([CH2:38][CH2:39][CH3:40])(=[O:37])=[O:36])[CH:30]=[CH:31][C:32]=1[F:33].C([O-])([O-])=O.[Na+].[Na+]. The catalyst class is: 710. Product: [Cl:41][C:28]1[C:27]([C:9]2[CH:10]=[CH:11][C:12]3[C:13]4[CH:21]=[N:20][NH:19][C:14]=4[N:15]=[CH:16][C:17]=3[CH:18]=2)=[C:32]([F:33])[CH:31]=[CH:30][C:29]=1[NH:34][S:35]([CH2:38][CH2:39][CH3:40])(=[O:37])=[O:36]. (7) Reactant: C[O:2][C:3](=[O:30])[C:4]1[CH:9]=[CH:8][CH:7]=[C:6](/[CH:10]=[C:11]2\[C:12](C)=[C:13]([C:21]3[CH:26]=[CH:25][CH:24]=[C:23]([O:27][CH3:28])[CH:22]=3)[CH:14]([CH2:17][N:18]([CH3:20])[CH3:19])[CH2:15][CH2:16]\2)[CH:5]=1.[OH-].[K+].Cl. Product: [CH3:19][N:18]([CH2:17][CH:14]1[CH2:15][CH2:16]/[C:11](=[CH:10]/[C:6]2[CH:5]=[C:4]([CH:9]=[CH:8][CH:7]=2)[C:3]([OH:30])=[O:2])/[CH:12]=[C:13]1[C:21]1[CH:26]=[CH:25][CH:24]=[C:23]([O:27][CH3:28])[CH:22]=1)[CH3:20]. The catalyst class is: 5.